From a dataset of Peptide-MHC class II binding affinity with 134,281 pairs from IEDB. Regression. Given a peptide amino acid sequence and an MHC pseudo amino acid sequence, predict their binding affinity value. This is MHC class II binding data. (1) The peptide sequence is IGKMFEATARGARRM. The MHC is DRB1_1302 with pseudo-sequence DRB1_1302. The binding affinity (normalized) is 0.318. (2) The peptide sequence is KLNNQFGSMPALTIA. The MHC is H-2-IAb with pseudo-sequence H-2-IAb. The binding affinity (normalized) is 0.647. (3) The MHC is DRB3_0101 with pseudo-sequence DRB3_0101. The peptide sequence is DLPVLDQLTDPPGVRRVYHIQAGLPDPFQPPS. The binding affinity (normalized) is 0.196. (4) The peptide sequence is EEMLDNRATLQAIAS. The MHC is DRB1_0101 with pseudo-sequence DRB1_0101. The binding affinity (normalized) is 0.343. (5) The peptide sequence is TLEVHAVKPAAEEVK. The MHC is HLA-DPA10103-DPB10301 with pseudo-sequence HLA-DPA10103-DPB10301. The binding affinity (normalized) is 0.227. (6) The peptide sequence is GNCTTNILEAKYWCP. The MHC is DRB3_0301 with pseudo-sequence DRB3_0301. The binding affinity (normalized) is 0.541. (7) The peptide sequence is YDKFSANVSTVLTGK. The MHC is DRB1_1602 with pseudo-sequence DRB1_1602. The binding affinity (normalized) is 0.609. (8) The peptide sequence is GKSYDALATFTVNIF. The MHC is HLA-DQA10301-DQB10302 with pseudo-sequence HLA-DQA10301-DQB10302. The binding affinity (normalized) is 0.313. (9) The peptide sequence is EKPYFAATQFEPLAA. The MHC is DRB1_1001 with pseudo-sequence DRB1_1001. The binding affinity (normalized) is 0.531.